Regression. Given two drug SMILES strings and cell line genomic features, predict the synergy score measuring deviation from expected non-interaction effect. From a dataset of NCI-60 drug combinations with 297,098 pairs across 59 cell lines. Drug 1: C1CCC(C1)C(CC#N)N2C=C(C=N2)C3=C4C=CNC4=NC=N3. Drug 2: CCCCCOC(=O)NC1=NC(=O)N(C=C1F)C2C(C(C(O2)C)O)O. Cell line: RPMI-8226. Synergy scores: CSS=0.253, Synergy_ZIP=2.43, Synergy_Bliss=4.92, Synergy_Loewe=-0.209, Synergy_HSA=-0.0123.